Dataset: Reaction yield outcomes from USPTO patents with 853,638 reactions. Task: Predict the reaction yield, written as a fraction of the theoretical maximum amount of product (1.0 means a 100% yield; for example, 0.34 means a 34% yield). (1) The reactants are [C:1]([O:5][C:6]([N:8]1[CH2:12][C@@H:11]([O:13][C:14]2[CH:23]=[CH:22][C:21]3[C:16](=[CH:17][CH:18]=[CH:19][CH:20]=3)[CH:15]=2)[CH2:10][C@H:9]1[CH2:24][OH:25])=[O:7])([CH3:4])([CH3:3])[CH3:2].O[C:27]1[CH:32]=[CH:31][C:30]([C:33]([O:35][CH3:36])=[O:34])=[CH:29][N:28]=1.C1C=CC(P(C2C=CC=CC=2)C2C=CC=CC=2)=CC=1.CC(OC(/N=N/C(OC(C)C)=O)=O)C. The catalyst is C1COCC1. The product is [CH3:36][O:35][C:33]([C:30]1[CH:31]=[CH:32][C:27]([O:25][CH2:24][C@@H:9]2[CH2:10][C@H:11]([O:13][C:14]3[CH:23]=[CH:22][C:21]4[C:16](=[CH:17][CH:18]=[CH:19][CH:20]=4)[CH:15]=3)[CH2:12][N:8]2[C:6]([O:5][C:1]([CH3:4])([CH3:3])[CH3:2])=[O:7])=[N:28][CH:29]=1)=[O:34]. The yield is 0.250. (2) The yield is 0.780. The product is [Br:1][C:2]1[CH:3]=[C:4]2[C:9]([C:13]3[CH:18]=[CH:17][CH:16]=[CH:15][CH:14]=3)=[CH:10][NH:8][C:5]2=[N:6][CH:7]=1. The reactants are [Br:1][C:2]1[CH:3]=[C:4]([C:9]([C:13]2[CH:18]=[CH:17][CH:16]=[CH:15][CH:14]=2)=[CH:10]OC)[C:5]([NH2:8])=[N:6][CH:7]=1.Cl(O)(=O)(=O)=O.C(N(CC)CC)C. The catalyst is O1CCOCC1. (3) The reactants are [NH:1]1[C:9]2[CH:8]=[CH:7][CH:6]=[C:5]([CH:10]=[O:11])[C:4]=2[CH:3]=[CH:2]1.[H-].[Na+].[C:14]1([CH3:24])[CH:19]=[CH:18][C:17]([S:20](Cl)(=[O:22])=[O:21])=[CH:16][CH:15]=1. The catalyst is C1COCC1. The product is [S:20]([N:1]1[C:9]2[CH:8]=[CH:7][CH:6]=[C:5]([CH:10]=[O:11])[C:4]=2[CH:3]=[CH:2]1)([C:17]1[CH:18]=[CH:19][C:14]([CH3:24])=[CH:15][CH:16]=1)(=[O:22])=[O:21]. The yield is 0.150. (4) The reactants are [F:1][C:2]1[CH:7]=[CH:6][C:5]([N:8]2[C:16]3[C:11](=[CH:12][C:13]([C:17]4([C:23]([CH3:29])([CH3:28])[C:24]([O:26]C)=[O:25])[CH2:22][CH2:21][O:20][CH2:19][CH2:18]4)=[CH:14][CH:15]=3)[CH:10]=[N:9]2)=[CH:4][CH:3]=1.[C-]#N.[K+].[Li+].[I-]. The catalyst is N1C=CC=CC=1. The product is [F:1][C:2]1[CH:7]=[CH:6][C:5]([N:8]2[C:16]3[C:11](=[CH:12][C:13]([C:17]4([C:23]([CH3:29])([CH3:28])[C:24]([OH:26])=[O:25])[CH2:22][CH2:21][O:20][CH2:19][CH2:18]4)=[CH:14][CH:15]=3)[CH:10]=[N:9]2)=[CH:4][CH:3]=1. The yield is 0.670. (5) The catalyst is CO.O. The product is [CH3:1][C:2]1[N:10]([CH:11]([C:13]2[CH:18]=[CH:17][CH:16]=[CH:15][CH:14]=2)[CH3:12])[C:9]2[C:4](=[N:5][CH:6]=[CH:7][CH:8]=2)[C:3]=1[C:19]([OH:21])=[O:20]. The reactants are [CH3:1][C:2]1[N:10]([CH:11]([C:13]2[CH:18]=[CH:17][CH:16]=[CH:15][CH:14]=2)[CH3:12])[C:9]2[C:4](=[N:5][CH:6]=[CH:7][CH:8]=2)[C:3]=1[C:19]([O:21]C)=[O:20].[OH-].[Li+].Cl. The yield is 0.260. (6) The reactants are F[C:2]1[N:12]=[CH:11][CH:10]=[CH:9][C:3]=1[C:4]([O:6][CH2:7][CH3:8])=[O:5].C(N(C(C)C)CC)(C)C.[F:22][C@H:23]1[CH2:27][CH2:26][NH:25][CH2:24]1. The product is [F:22][C@H:23]1[CH2:27][CH2:26][N:25]([C:2]2[N:12]=[CH:11][CH:10]=[CH:9][C:3]=2[C:4]([O:6][CH2:7][CH3:8])=[O:5])[CH2:24]1. The catalyst is CN(C=O)C. The yield is 0.460. (7) The reactants are Br[C:2]1[N:3]([CH2:7][C:8]2[CH:9]=[C:10]([C:14]3[CH:18]=[C:17]([CH2:19][CH:20]([CH3:22])[CH3:21])[S:16][C:15]=3[S:23]([NH:26][C:27]([CH3:30])([CH3:29])[CH3:28])(=[O:25])=[O:24])[CH:11]=[CH:12][CH:13]=2)[CH:4]=[CH:5][N:6]=1.[S:31]1[CH:35]=[CH:34][CH:33]=[C:32]1B(O)O.[OH-].[Na+]. The catalyst is C1(C)C=CC=CC=1.C(O)C.CCOC(C)=O.C1C=CC([P]([Pd]([P](C2C=CC=CC=2)(C2C=CC=CC=2)C2C=CC=CC=2)([P](C2C=CC=CC=2)(C2C=CC=CC=2)C2C=CC=CC=2)[P](C2C=CC=CC=2)(C2C=CC=CC=2)C2C=CC=CC=2)(C2C=CC=CC=2)C2C=CC=CC=2)=CC=1. The product is [S:31]1[CH:35]=[CH:34][CH:33]=[C:32]1[C:2]1[N:3]([CH2:7][C:8]2[CH:9]=[C:10]([C:14]3[CH:18]=[C:17]([CH2:19][CH:20]([CH3:22])[CH3:21])[S:16][C:15]=3[S:23]([NH:26][C:27]([CH3:30])([CH3:29])[CH3:28])(=[O:25])=[O:24])[CH:11]=[CH:12][CH:13]=2)[CH:4]=[CH:5][N:6]=1. The yield is 0.900.